This data is from Full USPTO retrosynthesis dataset with 1.9M reactions from patents (1976-2016). The task is: Predict the reactants needed to synthesize the given product. (1) The reactants are: Br[CH2:2][C:3]1[C:8]([C:9]([O:11][C:12]([CH3:15])([CH3:14])[CH3:13])=[O:10])=[C:7]([O:16][C:17]([O:19][C:20]([CH3:23])([CH3:22])[CH3:21])=[O:18])[C:6]([C:24]([F:27])([F:26])[F:25])=[CH:5][CH:4]=1.[CH:28]([C:30]1[CH:35]=[C:34]([CH2:36][C:37]([O:39][CH3:40])=[O:38])[CH:33]=[CH:32][C:31]=1[C:41]1[CH:46]=[CH:45][C:44]([OH:47])=[CH:43][CH:42]=1)=[O:29]. Given the product [C:20]([O:19][C:17]([O:16][C:7]1[C:6]([C:24]([F:25])([F:26])[F:27])=[CH:5][CH:4]=[C:3]([CH2:2][O:47][C:44]2[CH:43]=[CH:42][C:41]([C:31]3[CH:32]=[CH:33][C:34]([CH2:36][C:37]([O:39][CH3:40])=[O:38])=[CH:35][C:30]=3[CH:28]=[O:29])=[CH:46][CH:45]=2)[C:8]=1[C:9]([O:11][C:12]([CH3:15])([CH3:14])[CH3:13])=[O:10])=[O:18])([CH3:21])([CH3:22])[CH3:23], predict the reactants needed to synthesize it. (2) Given the product [O:12]1[C:16]2([CH2:21][CH2:20][C:19]([CH2:22][OH:23])=[CH:18][CH2:17]2)[O:15][CH2:14][CH2:13]1, predict the reactants needed to synthesize it. The reactants are: C12CC1CCC(C(OC)=O)C2.[O:12]1[C:16]2([CH2:21][CH2:20][C:19]([C:22](OCC)=[O:23])=[CH:18][CH2:17]2)[O:15][CH2:14][CH2:13]1.